This data is from Reaction yield outcomes from USPTO patents with 853,638 reactions. The task is: Predict the reaction yield, written as a fraction of the theoretical maximum amount of product (1.0 means a 100% yield; for example, 0.34 means a 34% yield). (1) The reactants are C([N:8](CC1C=CC=CC=1)[C@H:9]1[CH2:14][CH2:13][C@@H:12]([C:15]2[N:19]3[C:20]4[CH:26]=[CH:25][NH:24][C:21]=4[N:22]=[CH:23][C:18]3=[N:17][CH:16]=2)[CH2:11][CH2:10]1)C1C=CC=CC=1. The catalyst is CCO.[OH-].[OH-].[Pd+2]. The product is [CH:26]1[C:20]2[N:19]3[C:15]([C@@H:12]4[CH2:11][CH2:10][C@H:9]([NH2:8])[CH2:14][CH2:13]4)=[CH:16][N:17]=[C:18]3[CH:23]=[N:22][C:21]=2[NH:24][CH:25]=1. The yield is 0.600. (2) The reactants are [NH:1]1[C:9]2[C:4](=[CH:5][CH:6]=[CH:7][CH:8]=2)[C:3]([C:10]2[NH:11][C:12]3[C:13]([N:28]=2)=[CH:14][C:15]2[C:16]([CH3:27])([CH3:26])[C:17](=[O:25])[N:18]([CH2:21][CH2:22][S:23][CH3:24])[C:19]=2[CH:20]=3)=[N:2]1.ClC1C=C(C=CC=1)C(OO)=[O:34]. The catalyst is ClCCl. The product is [NH:1]1[C:9]2[C:4](=[CH:5][CH:6]=[CH:7][CH:8]=2)[C:3]([C:10]2[NH:11][C:12]3[C:13]([N:28]=2)=[CH:14][C:15]2[C:16]([CH3:26])([CH3:27])[C:17](=[O:25])[N:18]([CH2:21][CH2:22][S:23]([CH3:24])=[O:34])[C:19]=2[CH:20]=3)=[N:2]1. The yield is 0.500. (3) The reactants are [CH2:1]([C@H:8]1[CH2:13][N:12]([C:14]2[CH:19]=[CH:18][C:17]([O:20][CH3:21])=[C:16]([O:22][CH:23]3[CH2:27][CH2:26][CH2:25][CH2:24]3)[CH:15]=2)[CH2:11][CH2:10][N:9]1[C:28]([C:30]1([C:33]([O:35]C)=O)[CH2:32][CH2:31]1)=[O:29])[C:2]1[CH:7]=[CH:6][CH:5]=[CH:4][CH:3]=1.[C-]#[N:38].[Na+]. The catalyst is N.CO. The product is [CH2:1]([C@H:8]1[CH2:13][N:12]([C:14]2[CH:19]=[CH:18][C:17]([O:20][CH3:21])=[C:16]([O:22][CH:23]3[CH2:24][CH2:25][CH2:26][CH2:27]3)[CH:15]=2)[CH2:11][CH2:10][N:9]1[C:28]([C:30]1([C:33]([NH2:38])=[O:35])[CH2:31][CH2:32]1)=[O:29])[C:2]1[CH:3]=[CH:4][CH:5]=[CH:6][CH:7]=1. The yield is 0.220. (4) The reactants are C([NH:4][C:5]1[CH:10]=[CH:9][C:8]([S:11]([NH2:14])(=[O:13])=[O:12])=[C:7]([F:15])[CH:6]=1)(=O)C.[OH-].[Na+].Cl. The catalyst is O. The product is [NH2:4][C:5]1[CH:10]=[CH:9][C:8]([S:11]([NH2:14])(=[O:12])=[O:13])=[C:7]([F:15])[CH:6]=1. The yield is 0.635. (5) The reactants are [F:1][C:2]([F:16])([O:6][C:7]1[CH:8]=[C:9]([CH:13]=[CH:14][CH:15]=1)[C:10]([OH:12])=O)[CH:3]([F:5])[F:4].C(Cl)(=O)C(Cl)=O.O1CCCC1.[NH2:28][C:29]1[CH:30]=[CH:31][C:32]([O:51][CH3:52])=[C:33]([CH:50]=1)[O:34][C:35]1[CH:36]=[CH:37][C:38]2[N:39]([CH:41]=[C:42]([NH:44][C:45]([CH:47]3[CH2:49][CH2:48]3)=[O:46])[N:43]=2)[N:40]=1. The catalyst is CN(C)C=O.CN1CCCC1=O. The product is [CH:47]1([C:45]([NH:44][C:42]2[N:43]=[C:38]3[CH:37]=[CH:36][C:35]([O:34][C:33]4[CH:50]=[C:29]([NH:28][C:10](=[O:12])[C:9]5[CH:13]=[CH:14][CH:15]=[C:7]([O:6][C:2]([F:1])([F:16])[CH:3]([F:4])[F:5])[CH:8]=5)[CH:30]=[CH:31][C:32]=4[O:51][CH3:52])=[N:40][N:39]3[CH:41]=2)=[O:46])[CH2:48][CH2:49]1. The yield is 0.640.